Dataset: Full USPTO retrosynthesis dataset with 1.9M reactions from patents (1976-2016). Task: Predict the reactants needed to synthesize the given product. (1) The reactants are: [Mn]([O-])(=O)(=O)=[O:2].[K+].[Cl:7][C:8]1[C:13]([F:14])=[CH:12][C:11]([CH3:15])=[CH:10][N:9]=1.[OH2:16]. Given the product [Cl:7][C:8]1[C:13]([F:14])=[CH:12][C:11]([C:15]([OH:2])=[O:16])=[CH:10][N:9]=1, predict the reactants needed to synthesize it. (2) Given the product [Br:1][C:2]1[CH:7]=[CH:6][C:5]([C:8]2[O:12][N:11]=[C:10]([CH3:13])[C:9]=2[CH2:14][C:15]2[O:16][C:26]([C:27]3[CH:32]=[CH:31][CH:30]=[CH:29][CH:28]=3)=[N:18][N:17]=2)=[CH:4][CH:3]=1, predict the reactants needed to synthesize it. The reactants are: [Br:1][C:2]1[CH:7]=[CH:6][C:5]([C:8]2[O:12][N:11]=[C:10]([CH3:13])[C:9]=2[CH2:14][C:15]([NH:17][NH2:18])=[O:16])=[CH:4][CH:3]=1.C(N(CC)CC)C.[C:26](Cl)(=O)[C:27]1[CH:32]=[CH:31][CH:30]=[CH:29][CH:28]=1.C1(C)C(S(Cl)(=O)=O)=CC=CC=1. (3) Given the product [CH:42]([C:24]1[S:23][C:6]2[N:7]([CH2:8][C:9]3[CH:14]=[CH:13][C:12]([C:15]4[C:16]([C:21]#[N:22])=[CH:17][CH:18]=[CH:19][CH:20]=4)=[CH:11][CH:10]=3)[C:2](=[O:1])[N:3]([CH2:27][CH2:28][C:29]3[CH:34]=[CH:33][CH:32]=[CH:31][CH:30]=3)[C:4](=[O:26])[C:5]=2[CH:25]=1)=[O:43], predict the reactants needed to synthesize it. The reactants are: [O:1]=[C:2]1[N:7]([CH2:8][C:9]2[CH:14]=[CH:13][C:12]([C:15]3[C:16]([C:21]#[N:22])=[CH:17][CH:18]=[CH:19][CH:20]=3)=[CH:11][CH:10]=2)[C:6]2[S:23][CH:24]=[CH:25][C:5]=2[C:4](=[O:26])[N:3]1[CH2:27][CH2:28][C:29]1[CH:34]=[CH:33][CH:32]=[CH:31][CH:30]=1.P(Cl)(Cl)(Cl)=O.CN(C)[CH:42]=[O:43]. (4) The reactants are: [NH2:1][CH2:2][CH2:3][N:4]1[CH2:9][CH2:8][O:7][CH2:6][CH2:5]1.[CH3:10][S:11](Cl)(=[O:13])=[O:12].C(N(CC)CC)C. Given the product [N:4]1([CH2:3][CH2:2][NH:1][S:11]([CH3:10])(=[O:13])=[O:12])[CH2:9][CH2:8][O:7][CH2:6][CH2:5]1, predict the reactants needed to synthesize it. (5) Given the product [NH2:9][C:3]1[N:4]=[CH:5][N:6]=[C:7]([NH:10][C@H:11]2[C@H:15]([OH:16])[CH2:14][N:13]([C:17](=[O:19])[CH:40]=[CH2:41])[CH2:12]2)[C:2]=1[C:28]1[CH:29]=[CH:30][C:25]([O:24][C:31]2[CH:36]=[CH:35][CH:34]=[CH:33][CH:32]=2)=[CH:26][CH:27]=1, predict the reactants needed to synthesize it. The reactants are: Cl[C:2]1[C:3]([NH2:9])=[N:4][CH:5]=[N:6][C:7]=1Cl.[NH2:10][C@H:11]1[C@H:15]([OH:16])[CH2:14][N:13]([C:17]([O:19]C(C)(C)C)=O)[CH2:12]1.[O:24]([C:31]1[CH:36]=[CH:35][C:34](B(O)O)=[CH:33][CH:32]=1)[C:25]1[CH:30]=[CH:29][CH:28]=[CH:27][CH:26]=1.[C:40](Cl)(=O)[CH:41]=C. (6) Given the product [CH3:12][C:13]1([CH2:17][O:18][S:7]([C:4]2[C:5]([CH3:20])=[CH:6][CH:1]=[CH:2][CH:3]=2)(=[O:8])=[O:9])[CH2:16][O:15][CH2:14]1.[S:7]([C:4]1[CH:5]=[CH:6][C:1]([CH3:11])=[CH:2][CH:3]=1)([OH:15])(=[O:9])=[O:8].[O:15]1[CH2:16][CH2:13][CH2:14]1, predict the reactants needed to synthesize it. The reactants are: [C:1]1([CH3:11])[CH:6]=[CH:5][C:4]([S:7](Cl)(=[O:9])=[O:8])=[CH:3][CH:2]=1.[CH3:12][C:13]1([CH2:17][OH:18])[CH2:16][O:15][CH2:14]1.N1C=CC=C[CH:20]=1. (7) Given the product [C:45]([C:31]1[CH:32]=[CH:33][C:28]([C:23]2[CH:24]=[C:25]([O:61][CH3:60])[CH:26]=[C:21]([CH2:20][N:13]3[C:14]4[C:19](=[CH:18][CH:17]=[CH:16][CH:15]=4)[C:11]([C:8]4[CH:9]=[CH:10][C:5]([C:1]([CH3:4])([CH3:2])[CH3:3])=[CH:6][CH:7]=4)=[C:12]3[C:54]([OH:53])=[O:55])[CH:22]=2)=[CH:29][CH:30]=1)([OH:48])=[O:47], predict the reactants needed to synthesize it. The reactants are: [C:1]([C:5]1[CH:10]=[CH:9][C:8]([C:11]2[C:19]3[C:14](=[CH:15][CH:16]=[CH:17][CH:18]=3)[N:13]([CH2:20][C:21]3[CH:22]=[C:23]([C:28]4[CH:33]=[CH:32][C:31](C(OC)=O)=[CH:30][CH:29]=4)[CH:24]=[C:25](O)[CH:26]=3)[C:12]=2C(OCC)=O)=[CH:7][CH:6]=1)([CH3:4])([CH3:3])[CH3:2].CI.[C:45]([O-:48])([O-:47])=O.[K+].[K+].CC[O:53][C:54](C)=[O:55].CN([CH:60]=[O:61])C. (8) Given the product [CH:18]1([C:21]2[CH:22]=[C:23]([CH:26]=[C:27]([O:11][CH2:12][C@H:13]3[CH2:15][C:14]3([F:16])[F:17])[C:28]=2[I:29])[CH:24]=[O:25])[CH2:19][CH2:20]1, predict the reactants needed to synthesize it. The reactants are: CC1C=CC(S([O:11][CH2:12][C@H:13]2[CH2:15][C:14]2([F:17])[F:16])(=O)=O)=CC=1.[CH:18]1([C:21]2[CH:22]=[C:23]([CH:26]=[C:27](O)[C:28]=2[I:29])[CH:24]=[O:25])[CH2:20][CH2:19]1.C(=O)([O-])[O-].[K+].[K+].CN(C=O)C. (9) Given the product [CH3:20][N:21]1[CH2:26][CH2:25][N:24]([C:27]2[CH:34]=[CH:33][C:30]([CH2:31][N:4]3[CH2:3][CH2:2][N:1]([C:7]4[CH:8]=[CH:9][C:10]5[N:11]([C:13]([C:16]([F:17])([F:18])[F:19])=[N:14][N:15]=5)[N:12]=4)[CH2:6][CH2:5]3)=[CH:29][CH:28]=2)[CH2:23][CH2:22]1, predict the reactants needed to synthesize it. The reactants are: [N:1]1([C:7]2[CH:8]=[CH:9][C:10]3[N:11]([C:13]([C:16]([F:19])([F:18])[F:17])=[N:14][N:15]=3)[N:12]=2)[CH2:6][CH2:5][NH:4][CH2:3][CH2:2]1.[CH3:20][N:21]1[CH2:26][CH2:25][N:24]([C:27]2[CH:34]=[CH:33][C:30]([CH:31]=O)=[CH:29][CH:28]=2)[CH2:23][CH2:22]1. (10) The reactants are: [N:1]1([C:6]2[C:10]3[CH2:11][NH:12][CH2:13][CH2:14][C:9]=3[NH:8][N:7]=2)[CH2:5][CH2:4][CH2:3][CH2:2]1.[Cl:15][C:16]1[CH:21]=[CH:20][CH:19]=[C:18]([N:22]=[C:23]=[O:24])[CH:17]=1.C1(C2C3CN(C(OC(C)(C)C)=O)CCC=3NN=2)CCCC=1. Given the product [Cl:15][C:16]1[CH:17]=[C:18]([NH:22][C:23]([N:12]2[CH2:13][CH2:14][C:9]3[NH:8][N:7]=[C:6]([N:1]4[CH2:2][CH2:3][CH2:4][CH2:5]4)[C:10]=3[CH2:11]2)=[O:24])[CH:19]=[CH:20][CH:21]=1, predict the reactants needed to synthesize it.